From a dataset of Full USPTO retrosynthesis dataset with 1.9M reactions from patents (1976-2016). Predict the reactants needed to synthesize the given product. (1) Given the product [CH2:1]([C@@H:5]1[CH2:22][N:9]2[CH2:10][CH2:11][C:12]3[C:17]([C@H:8]2[CH2:7][C@H:6]1[O:23][C:24](=[O:40])[C@@H:25]([NH2:29])[CH:26]([CH3:28])[CH3:27])=[CH:16][C:15]([O:18][CH3:19])=[C:14]([O:20][CH3:21])[CH:13]=3)[CH:2]([CH3:4])[CH3:3], predict the reactants needed to synthesize it. The reactants are: [CH2:1]([C@@H:5]1[CH2:22][N:9]2[CH2:10][CH2:11][C:12]3[C:17]([C@H:8]2[CH2:7][C@H:6]1[O:23][C:24](=[O:40])[CH:25]([NH:29]C(OCC1C=CC=CC=1)=O)[CH:26]([CH3:28])[CH3:27])=[CH:16][C:15]([O:18][CH3:19])=[C:14]([O:20][CH3:21])[CH:13]=3)[CH:2]([CH3:4])[CH3:3]. (2) The reactants are: [Br:1][C:2]1[N:3]=[C:4]2[C:10]([C:11]([O:13]C)=[O:12])=[CH:9][N:8](COC(=O)C(C)(C)C)[C:5]2=[N:6][CH:7]=1.[OH-].[K+]. Given the product [Br:1][C:2]1[N:3]=[C:4]2[C:10]([C:11]([OH:13])=[O:12])=[CH:9][NH:8][C:5]2=[N:6][CH:7]=1, predict the reactants needed to synthesize it. (3) The reactants are: [CH3:1][N:2]([CH3:28])[C:3]1([C:22]2[CH:27]=[CH:26][CH:25]=[CH:24][CH:23]=2)[CH2:8][CH2:7][C:6](=[CH:9][C:10]([NH:12][CH2:13][CH2:14][C:15]2[CH:20]=[CH:19][C:18]([F:21])=[CH:17][CH:16]=2)=[O:11])[CH2:5][CH2:4]1.[Cl:29][Si](C)(C)C. Given the product [ClH:29].[CH3:28][N:2]([CH3:1])[C:3]1([C:22]2[CH:27]=[CH:26][CH:25]=[CH:24][CH:23]=2)[CH2:4][CH2:5][C:6](=[CH:9][C:10]([NH:12][CH2:13][CH2:14][C:15]2[CH:16]=[CH:17][C:18]([F:21])=[CH:19][CH:20]=2)=[O:11])[CH2:7][CH2:8]1, predict the reactants needed to synthesize it. (4) The reactants are: [CH3:1][C:2]1[CH:10]=[C:6]([C:7]([OH:9])=O)[C:5]([OH:11])=[CH:4][CH:3]=1.[CH3:12][C:13]1[CH:19]=[CH:18][C:16]([NH2:17])=[CH:15][C:14]=1[C:20]([F:23])([F:22])[F:21]. Given the product [OH:11][C:5]1[CH:4]=[CH:3][C:2]([CH3:1])=[CH:10][C:6]=1[C:7]([NH:17][C:16]1[CH:18]=[CH:19][C:13]([CH3:12])=[C:14]([C:20]([F:21])([F:22])[F:23])[CH:15]=1)=[O:9], predict the reactants needed to synthesize it. (5) Given the product [N:10]1[C:19]2[CH:18]([NH:5][CH2:4][C:3]3[CH:6]=[CH:7][CH:8]=[CH:9][C:2]=3[NH2:1])[CH2:17][CH2:16][CH2:15][C:14]=2[CH:13]=[CH:12][CH:11]=1, predict the reactants needed to synthesize it. The reactants are: [NH2:1][C:2]1[CH:9]=[CH:8][CH:7]=[CH:6][C:3]=1[CH2:4][NH2:5].[N:10]1[C:19]2[C:18](=O)[CH2:17][CH2:16][CH2:15][C:14]=2[CH:13]=[CH:12][CH:11]=1.[BH-](OC(C)=O)(OC(C)=O)OC(C)=O.[Na+]. (6) Given the product [OH:35][C:31]1[CH:30]=[C:29]([C:27](=[O:28])[CH2:26][N:16]2[C:15](=[O:21])[C:14]([C:9]3[CH:10]=[CH:11][CH:12]=[CH:13][C:8]=3[O:7][CH3:6])([CH3:22])[N:18]([CH3:19])[C:17]2=[O:20])[CH:34]=[CH:33][CH:32]=1, predict the reactants needed to synthesize it. The reactants are: CN(C=O)C.[CH3:6][O:7][C:8]1[CH:13]=[CH:12][CH:11]=[CH:10][C:9]=1[C:14]1([CH3:22])[N:18]([CH3:19])[C:17](=[O:20])[NH:16][C:15]1=[O:21].[H-].[Na+].Br[CH2:26][C:27]([C:29]1[CH:34]=[CH:33][CH:32]=[C:31]([OH:35])[CH:30]=1)=[O:28]. (7) Given the product [ClH:1].[ClH:15].[CH3:14][C:4]1[C:3]([CH2:2][NH:28][C:29]([SH:30])=[NH:31])=[C:8]([CH3:9])[C:7]([CH3:10])=[C:6]([CH3:11])[C:5]=1[CH2:12][NH:31][C:29]([SH:30])=[NH:28], predict the reactants needed to synthesize it. The reactants are: [Cl:1][CH2:2][C:3]1[C:8]([CH3:9])=[C:7]([CH3:10])[C:6]([CH3:11])=[C:5]([CH2:12]Cl)[C:4]=1[CH3:14].[Cl:15]CC1C(C)=C(CCl)C(C)=CC=1C.[NH2:28][C:29]([NH2:31])=[S:30].